From a dataset of Human liver microsome stability data. Regression/Classification. Given a drug SMILES string, predict its absorption, distribution, metabolism, or excretion properties. Task type varies by dataset: regression for continuous measurements (e.g., permeability, clearance, half-life) or binary classification for categorical outcomes (e.g., BBB penetration, CYP inhibition). Dataset: hlm. (1) The molecule is F[C@@H]1CNCC[C@H]1n1nnc2cnc3[nH]ccc3c21. The result is 0 (unstable in human liver microsomes). (2) The molecule is COc1ccc2[nH]cc(C3CC(=O)N(CCCCN4CCC(c5c[nH]c6ccc(F)cc56)CC4)C3=O)c2c1. The result is 1 (stable in human liver microsomes). (3) The molecule is CCOC(=O)c1cnc2ccc(-c3ccncc3)nc2c1N[C@H]1CC[C@H](CN(C)C)CC1. The result is 0 (unstable in human liver microsomes). (4) The result is 0 (unstable in human liver microsomes). The molecule is COc1cc2c(N3CCN(C)CC3)nc(N(C)C)nc2cc1OCCCN1CCCC1. (5) The drug is CN(C)CC1(c2ccc(Cl)c(Cl)c2)CCCCC1. The result is 1 (stable in human liver microsomes).